From a dataset of Experimentally validated miRNA-target interactions with 360,000+ pairs, plus equal number of negative samples. Binary Classification. Given a miRNA mature sequence and a target amino acid sequence, predict their likelihood of interaction. (1) The miRNA is hsa-miR-548as-5p with sequence AAAAGUAAUUGCGGGUUUUGCC. The protein sequence of the target gene is MDNLSPEEVQLRAHQVTDESLESTRRILGLAIESQDAGIKTITMLDEQGEQLNRIEEGMDQINKDMREAEKTLTELNKCCGLCICPCNRTKNFESGKNYKATWGDGGDNSPSNVVSKQPSRITNGQPQQTTGAASGGYIKRITNDAREDEMEENLTQVGSILGNLKNMALDMGNEIDAQNQQIQKITEKADTNKNRIDIANTRAKKLIDS. Result: 0 (no interaction). (2) The miRNA is hsa-miR-6758-3p with sequence ACUCAUUCUCCUCUGUCCAG. The protein sequence of the target gene is MSGQLERCEREWHELEGEFQELQETHRIYKQKLEELAALQTLCSSSISKQKKHLKDLKLTLQRCKRHASREEAELVQQMAANIKERQDVFFDMEAYLPKKNGLYLNLVLGNVNVTLLSNQAKFAYKDEYEKFKLYLTIILLLGAVACRFVLHYRVTDEVFNFLLVWYYCTLTIRESILISNGSRIKGWWVSHHYVSTFLSGVMLTWPNGPIYQKFRNQFLAFSIFQSCVQFLQYYYQRGCLYRLRALGERNHLDLTVEGFQSWMWRGLTFLLPFLFCGHFWQLYNAVTLFELSSHEECRE.... Result: 1 (interaction). (3) The miRNA is mmu-miR-467f with sequence AUAUACACACACACACCUACA. The protein sequence of the target gene is MPFLWGLRQDKEACVGTNNQSYICDTGHCCGQSQCCNYYYELWWFWLVWTVVIILSCCCVCHHRRAKHRLQAQQRQHEINLIAYREAHNYSALPFYFRFLPNSLLPPYEEVVNRPPTPPPPYSAFQLQQQQQLLPPPPQGGPPGGSPPGADPPPQGSQGAQSSPLSGPSRSSTRPPSVADPQSPEVPTDREATKASGTESGSPMAGHGELDPGAFLDQDSECKEELLKDSRSERGGVSPDSEDKTPGRHRRFTGDSGIEVCVCNRGHHDDDLKEFNTLIDDALDGPLDFCDSCHVRPPVD.... Result: 1 (interaction).